Dataset: Forward reaction prediction with 1.9M reactions from USPTO patents (1976-2016). Task: Predict the product of the given reaction. (1) Given the reactants [N:1]1([C:6]2[CH:28]=[CH:27][C:9]([CH2:10][C:11]3[C:12]([N:23]4[CH2:26][CH2:25][CH2:24]4)=[N:13][C:14]4[C:19]([C:20]=3[Cl:21])=[CH:18][C:17](Br)=[CH:16][CH:15]=4)=[CH:8][CH:7]=2)[CH:5]=[CH:4][CH:3]=[N:2]1.[Li]CCCC.[CH3:34][N:35]1[C:39]([CH:40]=[O:41])=[CH:38][N:37]=[C:36]1[CH3:42], predict the reaction product. The product is: [N:23]1([C:12]2[C:11]([CH2:10][C:9]3[CH:27]=[CH:28][C:6]([N:1]4[CH:5]=[CH:4][CH:3]=[N:2]4)=[CH:7][CH:8]=3)=[C:20]([Cl:21])[C:19]3[C:14](=[CH:15][CH:16]=[C:17]([CH:40]([C:39]4[N:35]([CH3:34])[C:36]([CH3:42])=[N:37][CH:38]=4)[OH:41])[CH:18]=3)[N:13]=2)[CH2:26][CH2:25][CH2:24]1. (2) Given the reactants [CH2:1]([C:3]1[CH:30]=[CH:29][C:6]([CH2:7][O:8][C@@H:9]2[CH2:18][CH2:17][C:16]3[CH:15]=[C:14]([C@H:19]4[CH2:28][CH2:27][C@@:21]5([NH:25]C(=O)[O:23][CH2:22]5)[CH2:20]4)[CH:13]=[CH:12][C:11]=3[CH2:10]2)=[CH:5][CH:4]=1)[CH3:2].O.[OH-].[Li+], predict the reaction product. The product is: [NH2:25][C@:21]1([CH2:22][OH:23])[CH2:27][CH2:28][C@H:19]([C:14]2[CH:13]=[CH:12][C:11]3[CH2:10][C@H:9]([O:8][CH2:7][C:6]4[CH:5]=[CH:4][C:3]([CH2:1][CH3:2])=[CH:30][CH:29]=4)[CH2:18][CH2:17][C:16]=3[CH:15]=2)[CH2:20]1. (3) Given the reactants [C:1]([OH:14])(=[O:13])[CH2:2][CH2:3][CH2:4][CH2:5][CH2:6][CH2:7][CH2:8][CH2:9][CH2:10][CH2:11][CH3:12].O.[CH3:16][CH:17]([CH3:21])[CH2:18][CH2:19]O, predict the reaction product. The product is: [C:1]([O:14][CH2:19][CH2:18][CH:17]([CH3:21])[CH3:16])(=[O:13])[CH2:2][CH2:3][CH2:4][CH2:5][CH2:6][CH2:7][CH2:8][CH2:9][CH2:10][CH2:11][CH3:12]. (4) Given the reactants [O:1]1[CH2:6][CH2:5][N:4]([C:7]2[CH:12]=[C:11]([C:13]3[C:26]4[S:25][C:24]5[C:19](=[CH:20][C:21]([N:27]6[CH2:29][CH:28]6[CH2:30][N:31]6[CH2:36][CH2:35][CH2:34][CH2:33][CH2:32]6)=[CH:22][CH:23]=5)[S:18][C:17]=4[CH:16]=[CH:15][CH:14]=3)[NH:10][C:9](=[O:37])[CH:8]=2)[CH2:3][CH2:2]1, predict the reaction product. The product is: [O:1]1[CH2:6][CH2:5][N:4]([C:7]2[CH:12]=[C:11]([C:13]3[C:26]4[S:25][C:24]5[C:19](=[CH:20][C:21]([NH:27][CH:28]([CH2:30][N:31]6[CH2:32][CH2:33][CH2:34][CH2:35][CH2:36]6)[CH2:29][N:4]6[CH2:5][CH2:6][O:1][CH2:2][CH2:3]6)=[CH:22][CH:23]=5)[S:18][C:17]=4[CH:16]=[CH:15][CH:14]=3)[NH:10][C:9](=[O:37])[CH:8]=2)[CH2:3][CH2:2]1. (5) The product is: [C:17]1([C:15]([NH:14][CH:8]2[CH2:9][CH:10]=[C:11]([CH3:13])[CH2:12][N:6]([CH2:5][C:4]([OH:28])=[O:3])[C:7]2=[O:27])=[O:16])[C:26]2[C:21](=[CH:22][CH:23]=[CH:24][CH:25]=2)[CH:20]=[CH:19][N:18]=1. Given the reactants C([O:3][C:4](=[O:28])[CH2:5][N:6]1[CH2:12][C:11]([CH3:13])=[CH:10][CH2:9][CH:8]([NH:14][C:15]([C:17]2[C:26]3[C:21](=[CH:22][CH:23]=[CH:24][CH:25]=3)[CH:20]=[CH:19][N:18]=2)=[O:16])[C:7]1=[O:27])C.[Li+].[OH-], predict the reaction product.